The task is: Predict the reactants needed to synthesize the given product.. This data is from Full USPTO retrosynthesis dataset with 1.9M reactions from patents (1976-2016). (1) Given the product [NH2:13][CH2:12][CH2:11][S:10][S:9][CH2:8][CH2:7][NH:6][C:4](=[O:5])[C:3]1[CH:17]=[CH:18][CH:19]=[CH:20][C:2]=1[OH:1], predict the reactants needed to synthesize it. The reactants are: [OH:1][C:2]1[CH:20]=[CH:19][CH:18]=[CH:17][C:3]=1[C:4]([NH:6][CH2:7][CH2:8][S:9][S:10][CH2:11][CH2:12][NH:13]C(=O)[O-])=[O:5]. (2) The reactants are: [S:1]1[CH:5]=[CH:4][N:3]=[C:2]1[C:6]1([OH:16])[CH2:15][CH2:14][C:9]2([O:13][CH2:12][CH2:11][O:10]2)[CH2:8][CH2:7]1.[Br:17]N1C(=O)CCC1=O. Given the product [Br:17][C:5]1[S:1][C:2]([C:6]2([OH:16])[CH2:7][CH2:8][C:9]3([O:13][CH2:12][CH2:11][O:10]3)[CH2:14][CH2:15]2)=[N:3][CH:4]=1, predict the reactants needed to synthesize it. (3) Given the product [NH2:1][C@@H:4]1[CH2:9][CH2:8][CH2:7][CH2:6][C@H:5]1[CH2:10][C:11]1[NH:12][C:13](=[O:23])[C:14]2[NH:19][N:18]=[C:17]([CH:20]([CH3:21])[CH3:22])[C:15]=2[N:16]=1, predict the reactants needed to synthesize it. The reactants are: [N:1]([C@@H:4]1[CH2:9][CH2:8][CH2:7][CH2:6][C@H:5]1[CH2:10][C:11]1[NH:12][C:13](=[O:23])[C:14]2[NH:19][N:18]=[C:17]([CH:20]([CH3:22])[CH3:21])[C:15]=2[N:16]=1)=[N+]=[N-].Cl.[H][H]. (4) Given the product [Cl:3][C:4]1[S:8][C:7]([C:9]2[N:10]=[C:11]([N:18]3[C:26]4[C:21](=[CH:22][C:23]([C:27]([OH:29])=[O:28])=[CH:24][CH:25]=4)[CH2:20][CH2:19]3)[C:12]3[CH2:17][CH2:16][CH2:15][C:13]=3[N:14]=2)=[CH:6][CH:5]=1, predict the reactants needed to synthesize it. The reactants are: [OH-].[Li+].[Cl:3][C:4]1[S:8][C:7]([C:9]2[N:10]=[C:11]([N:18]3[C:26]4[C:21](=[CH:22][C:23]([C:27]([O:29]C)=[O:28])=[CH:24][CH:25]=4)[CH2:20][CH2:19]3)[C:12]3[CH2:17][CH2:16][CH2:15][C:13]=3[N:14]=2)=[CH:6][CH:5]=1.